This data is from Full USPTO retrosynthesis dataset with 1.9M reactions from patents (1976-2016). The task is: Predict the reactants needed to synthesize the given product. (1) Given the product [N:1]([CH2:4][C@@H:5]1[CH2:14][C:13]2[C:8](=[CH:9][CH:10]=[CH:11][CH:12]=2)[CH2:7][N:6]1[C:15]([C:17]1[CH:18]=[C:19]([C:20](=[O:21])[NH:57][S:54]([C:51]2[CH:50]=[CH:49][C:48]3[C:53](=[C:44]([I:43])[CH:45]=[CH:46][CH:47]=3)[CH:52]=2)(=[O:56])=[O:55])[CH:23]=[CH:24][C:25]=1[C:26]1[N:27]([CH3:42])[CH:28]=[C:29]([C:31]([N:32]([CH2:33][CH2:34][CH2:35][CH3:36])[CH2:37][CH2:38][CH2:39][CH3:40])=[O:41])[N:30]=1)=[O:16])=[N+:2]=[N-:3], predict the reactants needed to synthesize it. The reactants are: [N:1]([CH2:4][C@@H:5]1[CH2:14][C:13]2[C:8](=[CH:9][CH:10]=[CH:11][CH:12]=2)[CH2:7][N:6]1[C:15]([C:17]1[CH:18]=[C:19]([CH:23]=[CH:24][C:25]=1[C:26]1[N:27]([CH3:42])[CH:28]=[C:29]([C:31](=[O:41])[N:32]([CH2:37][CH2:38][CH2:39][CH3:40])[CH2:33][CH2:34][CH2:35][CH3:36])[N:30]=1)[C:20](O)=[O:21])=[O:16])=[N+:2]=[N-:3].[I:43][C:44]1[CH:45]=[CH:46][CH:47]=[C:48]2[C:53]=1[CH:52]=[C:51]([S:54]([NH2:57])(=[O:56])=[O:55])[CH:50]=[CH:49]2. (2) Given the product [C:25]1([NH:6][C:7]([C:9]2[C:10](=[O:24])[N:11]([CH3:23])[C:12]3[C:17]([C:18]=2[O:19][C:20](=[O:22])[CH3:21])=[CH:16][CH:15]=[CH:14][CH:13]=3)=[O:8])[CH:26]=[CH:27][CH:28]=[CH:29][CH:30]=1, predict the reactants needed to synthesize it. The reactants are: [OH-].[Na+].C([N:6]([C:25]1[CH:30]=[CH:29][CH:28]=[CH:27][CH:26]=1)[C:7]([C:9]1[C:10](=[O:24])[N:11]([CH3:23])[C:12]2[C:17]([C:18]=1[O:19][C:20](=[O:22])[CH3:21])=[CH:16][CH:15]=[CH:14][CH:13]=2)=[O:8])(=O)C.Cl. (3) Given the product [F:1][C:2]1[CH:7]=[CH:6][C:5]([CH:8]2[N:13]3[N:14]=[C:15]([N:17]([C:18]([O:20][C:21]([CH3:24])([CH3:23])[CH3:22])=[O:19])[C:25]([O:27][C:28]([CH3:29])([CH3:30])[CH3:31])=[O:26])[N:16]=[C:12]3[CH2:11][NH:10][CH2:9]2)=[CH:4][CH:3]=1, predict the reactants needed to synthesize it. The reactants are: [F:1][C:2]1[CH:7]=[CH:6][C:5]([C:8]2[N:13]3[N:14]=[C:15]([N:17]([C:25]([O:27][C:28]([CH3:31])([CH3:30])[CH3:29])=[O:26])[C:18]([O:20][C:21]([CH3:24])([CH3:23])[CH3:22])=[O:19])[N:16]=[C:12]3[CH:11]=[N:10][CH:9]=2)=[CH:4][CH:3]=1. (4) Given the product [OH:16][C:6]1[C:5]([OH:4])=[CH:10][C:9]([C:11]#[N:12])=[C:8]([C:27]2[CH:26]=[N:25][N:24]([CH2:20][CH:21]([CH3:23])[CH3:22])[CH:28]=2)[C:7]=1[C:14]#[N:15], predict the reactants needed to synthesize it. The reactants are: C([O:4][C:5]1[CH:10]=[C:9]([C:11]#[N:12])[C:8](Br)=[C:7]([C:14]#[N:15])[C:6]=1[O:16]C(=O)C)(=O)C.[CH2:20]([N:24]1[CH:28]=[C:27](B2OC(C)(C)C(C)(C)O2)[CH:26]=[N:25]1)[CH:21]([CH3:23])[CH3:22]. (5) Given the product [N+:13]([C:10]1[CH:11]=[CH:12][C:7]([C:2]([NH2:30])([CH3:3])[CH3:1])=[CH:8][CH:9]=1)([O-:15])=[O:14], predict the reactants needed to synthesize it. The reactants are: [CH3:1][C:2]([C:7]1[CH:12]=[CH:11][C:10]([N+:13]([O-:15])=[O:14])=[CH:9][CH:8]=1)(C)[C:3](O)=O.C1(P([N:30]=[N+]=[N-])(C2C=CC=CC=2)=O)C=CC=CC=1.C(N(CC)CC)C. (6) Given the product [N+:14]([C:17]1[CH:22]=[CH:21][CH:20]=[CH:19][C:18]=1[O:23][C:10]1[CH:9]=[C:6]([C:7]#[N:8])[C:5](=[CH:4][CH:11]=1)[C:12]#[N:13])([O-:16])=[O:15], predict the reactants needed to synthesize it. The reactants are: [N+]([C:4]1[CH:11]=[CH:10][CH:9]=[C:6]([C:7]#[N:8])[C:5]=1[C:12]#[N:13])([O-])=O.[N+:14]([C:17]1[CH:22]=[CH:21][CH:20]=[CH:19][C:18]=1[OH:23])([O-:16])=[O:15].